This data is from Forward reaction prediction with 1.9M reactions from USPTO patents (1976-2016). The task is: Predict the product of the given reaction. Given the reactants [CH2:1]([O:8][C:9]1[CH:22]=[CH:21][C:12]([O:13][Si](C(C)(C)C)(C)C)=[C:11]([CH3:23])[CH:10]=1)[C:2]1[CH:7]=[CH:6][CH:5]=[CH:4][CH:3]=1.[F-].C([N+](CCCC)(CCCC)CCCC)CCC, predict the reaction product. The product is: [CH2:1]([O:8][C:9]1[CH:22]=[CH:21][C:12]([OH:13])=[C:11]([CH3:23])[CH:10]=1)[C:2]1[CH:3]=[CH:4][CH:5]=[CH:6][CH:7]=1.